This data is from Forward reaction prediction with 1.9M reactions from USPTO patents (1976-2016). The task is: Predict the product of the given reaction. (1) Given the reactants [Cl:1][C:2]1[CH:7]=[CH:6][C:5]([C:8]([F:11])([F:10])[F:9])=[CH:4][C:3]=1[C:12]1[C:13]([C:17]#[N:18])=[CH:14][NH:15][CH:16]=1.Cl[C:20]1[C:21]2[CH2:28][CH2:27][N:26](CC3C=CC(OC)=CC=3)[C:22]=2[N:23]=[CH:24][N:25]=1, predict the reaction product. The product is: [Cl:1][C:2]1[CH:7]=[CH:6][C:5]([C:8]([F:10])([F:11])[F:9])=[CH:4][C:3]=1[C:12]1[C:13]([C:17]#[N:18])=[CH:14][N:15]([C:20]2[C:21]3[CH:28]=[CH:27][NH:26][C:22]=3[N:23]=[CH:24][N:25]=2)[CH:16]=1. (2) Given the reactants Cl[C:2]([O:4][C:5]1[CH:10]=[CH:9][C:8]([CH2:11][C:12]2[CH:17]=[CH:16][C:15]([C:18]([F:21])([F:20])[F:19])=[CH:14][CH:13]=2)=[CH:7][CH:6]=1)=[O:3].[NH:22]1[CH2:27][CH2:26][CH:25]([CH2:28][C:29]2[N:34]=[CH:33][CH:32]=[CH:31][N:30]=2)[CH2:24][CH2:23]1, predict the reaction product. The product is: [F:19][C:18]([F:21])([F:20])[C:15]1[CH:16]=[CH:17][C:12]([CH2:11][C:8]2[CH:9]=[CH:10][C:5]([O:4][C:2]([N:22]3[CH2:27][CH2:26][CH:25]([CH2:28][C:29]4[N:30]=[CH:31][CH:32]=[CH:33][N:34]=4)[CH2:24][CH2:23]3)=[O:3])=[CH:6][CH:7]=2)=[CH:13][CH:14]=1. (3) Given the reactants [N:1]1([C:7]([N:9]2[CH2:15][C:14]3[CH:16]=[CH:17][C:18]([C:20]([O:22]C)=O)=[CH:19][C:13]=3[O:12][CH2:11][CH2:10]2)=[O:8])[CH2:6][CH2:5][CH2:4][CH2:3][CH2:2]1.[OH-:24].[Na+].[NH2:26]O.Cl, predict the reaction product. The product is: [OH:24][NH:26][C:20]([C:18]1[CH:17]=[CH:16][C:14]2[CH2:15][N:9]([C:7]([N:1]3[CH2:6][CH2:5][CH2:4][CH2:3][CH2:2]3)=[O:8])[CH2:10][CH2:11][O:12][C:13]=2[CH:19]=1)=[O:22]. (4) Given the reactants Br[C:2]1[CH:3]=[N:4][CH:5]=[CH:6][CH:7]=1.[NH2:8][CH2:9][C:10]1[CH:11]=[N:12][CH:13]=[CH:14][CH:15]=1, predict the reaction product. The product is: [N:4]1[CH:5]=[CH:6][CH:7]=[C:2]([NH:8][CH2:9][C:10]2[CH:11]=[N:12][CH:13]=[CH:14][CH:15]=2)[CH:3]=1. (5) Given the reactants [ClH:1].Cl.[C@H]1(CN2CCC([NH:20][C:21]([C:23]3[NH:24][C:25]4[C:30]([CH:31]=3)=[C:29]([O:32][CH2:33][C:34]3[C:38]5[CH:39]=[C:40]([CH3:44])[C:41]([CH3:43])=[CH:42][C:37]=5[O:36][CH:35]=3)[CH:28]=[CH:27][CH:26]=4)=[O:22])CC2)[C@@H]2N(CCCC2)CCC1.Cl.Cl.Cl.N[CH:49]1[CH2:54][CH2:53][N:52]([CH2:55][CH2:56][N:57]2[CH2:62][CH2:61][C@H:60]([OH:63])[C@@H:59]([CH3:64])[CH2:58]2)[CH2:51][CH2:50]1, predict the reaction product. The product is: [ClH:1].[ClH:1].[OH:63][C@H:60]1[CH2:61][CH2:62][N:57]([CH2:56][CH2:55][N:52]2[CH2:53][CH2:54][CH:49]([NH:20][C:21]([C:23]3[NH:24][C:25]4[C:30]([CH:31]=3)=[C:29]([O:32][CH2:33][C:34]3[C:38]5[CH:39]=[C:40]([CH3:44])[C:41]([CH3:43])=[CH:42][C:37]=5[O:36][CH:35]=3)[CH:28]=[CH:27][CH:26]=4)=[O:22])[CH2:50][CH2:51]2)[CH2:58][C@@H:59]1[CH3:64]. (6) Given the reactants [CH3:1][S:2]([N:5]1[CH2:22][C@H:21]([CH2:23][CH2:24][CH2:25][NH:26][C:27](=[O:33])[O:28][C:29]([CH3:32])([CH3:31])[CH3:30])[N:8]2[C:9]3[C:18]4[C:13](=[CH:14][CH:15]=[CH:16][CH:17]=4)[N+:12]([O-])=[CH:11][C:10]=3[N:20]=[C:7]2[CH2:6]1)(=[O:4])=[O:3].[NH4+:34].[OH-].C1(C)C=CC(S(Cl)(=O)=O)=CC=1.O, predict the reaction product. The product is: [NH2:34][C:11]1[C:10]2[N:20]=[C:7]3[CH2:6][N:5]([S:2]([CH3:1])(=[O:4])=[O:3])[CH2:22][C@H:21]([CH2:23][CH2:24][CH2:25][NH:26][C:27](=[O:33])[O:28][C:29]([CH3:32])([CH3:31])[CH3:30])[N:8]3[C:9]=2[C:18]2[C:13](=[CH:14][CH:15]=[CH:16][CH:17]=2)[N:12]=1. (7) Given the reactants Br[C:2]1[C:7]([CH3:8])=[CH:6][C:5]([Cl:9])=[CH:4][C:3]=1[NH2:10].C1(P(C2CCCCC2)C2C=CC=CC=2C2C=CC=CC=2)CCCCC1.CCN(CC)CC.[CH3:43][C:44]1([CH3:51])[C:48]([CH3:50])([CH3:49])[O:47][BH:46][O:45]1, predict the reaction product. The product is: [Cl:9][C:5]1[CH:6]=[C:7]([CH3:8])[C:2]([B:46]2[O:47][C:48]([CH3:50])([CH3:49])[C:44]([CH3:51])([CH3:43])[O:45]2)=[C:3]([NH2:10])[CH:4]=1. (8) Given the reactants [C:1]([OH:9])(=[O:8])[C:2]1C=CC=CC=1.C1(C[O:17][C:18]2[CH:19]=[CH:20][C:21]([C@@H:29]([OH:45])[CH2:30][NH:31][CH:32]3[CH2:40][C:39]4[C:34](=[CH:35][C:36]([CH2:43][CH3:44])=[C:37]([CH2:41][CH3:42])[CH:38]=4)[CH2:33]3)=[C:22]3[C:27]=2[NH:26][C:25](=[O:28])[CH:24]=[CH:23]3)C=CC=CC=1.C(C1C=C2C(=CC=1CC)CC(NC[C@@H](C1C=CC(O)=C3C=1C=CC(=O)N3)O)C2)C.[C:75]([OH:78])(=[O:77])[CH3:76], predict the reaction product. The product is: [C:1]([OH:9])(=[O:8])/[CH:2]=[CH:76]\[C:75]([OH:78])=[O:77].[CH2:41]([C:37]1[CH:38]=[C:39]2[C:34](=[CH:35][C:36]=1[CH2:43][CH3:44])[CH2:33][CH:32]([NH:31][CH2:30][C@@H:29]([C:21]1[CH:20]=[CH:19][C:18]([OH:17])=[C:27]3[C:22]=1[CH:23]=[CH:24][C:25](=[O:28])[NH:26]3)[OH:45])[CH2:40]2)[CH3:42].